From a dataset of Full USPTO retrosynthesis dataset with 1.9M reactions from patents (1976-2016). Predict the reactants needed to synthesize the given product. (1) Given the product [Br:1][C:2]1[CH:7]=[CH:6][C:5]([CH:8]([CH2:30][C:27]2[CH:28]=[CH:29][C:24]([O:23][CH2:22][CH2:21][O:20][C:13]3[C:14]([Cl:19])=[CH:15][C:16]([CH3:18])=[CH:17][C:12]=3[Cl:11])=[CH:25][CH:26]=2)[C:9]#[N:10])=[CH:4][CH:3]=1, predict the reactants needed to synthesize it. The reactants are: [Br:1][C:2]1[CH:7]=[CH:6][C:5]([CH2:8][C:9]#[N:10])=[CH:4][CH:3]=1.[Cl:11][C:12]1[CH:17]=[C:16]([CH3:18])[CH:15]=[C:14]([Cl:19])[C:13]=1[O:20][CH2:21][CH2:22][O:23][C:24]1[CH:29]=[CH:28][C:27]([CH2:30]Br)=[CH:26][CH:25]=1. (2) Given the product [ClH:38].[CH3:23][C:7]1[CH:6]=[CH:5][C:4]([N+:1]([O-:3])=[O:2])=[CH:9][C:8]=1[NH:10][C:11]([NH2:12])=[NH:27], predict the reactants needed to synthesize it. The reactants are: [N+:1]([C:4]1[CH:5]=[CH:6][C:7]([CH3:23])=[C:8]([NH:10][C:11]2C=C(C3C=NC=CC=3)C=C[N:12]=2)[CH:9]=1)([O-:3])=[O:2].CC1C=CC([N+]([O-])=O)=CC=1[NH2:27].N#CN.[ClH:38].